This data is from Experimentally validated miRNA-target interactions with 360,000+ pairs, plus equal number of negative samples. The task is: Binary Classification. Given a miRNA mature sequence and a target amino acid sequence, predict their likelihood of interaction. (1) The miRNA is rno-miR-181b-5p with sequence AACAUUCAUUGCUGUCGGUGGGU. The protein sequence of the target gene is MGLHGDGGSPAAGAGPWRSGALRGSVAVFASVAAVFTLTLPRSLPGGDSGELITAAHELGVAHPPGYPLFTLLASLTITLFPFGSVAYRVNLLCGLFGAVAASLLFYTVFRLSGSHAGGILAAGVFSFSRLTWQWSIAAEVFSLNNLFVGLLMALTVRFEEATAAKERSKIAAIGAFSCGLSLCNQHTIVLYILCIIPWILFRLLKEKELTLSLLLRLTLAFSAGLLPYVYLPVSSYLSRARWTWGDQTTLRGFLTHFFREEYGTFSLAKSEVGSSVSTVLLSQVINMKTELSFNIQALA.... Result: 0 (no interaction). (2) The miRNA is hsa-miR-4638-5p with sequence ACUCGGCUGCGGUGGACAAGU. The protein sequence of the target gene is MEEGMNVLHDFGIQSTHYLQVNYQDSQDWFILVSVIADLRNAFYVLFPIWFHLQEAVGIKLLWVAVIGDWLNLVFKWILFGQRPYWWVLDTDYYSNTSVPLIKQFPVTCETGPGSPSGHAMGTAGVYYVMVTSTLSIFQGKIKPTYRFRCLNVILWLGFWAVQLNVCLSRIYLAAHFPHQVVAGVLSGIAVAETFSHIHSIYNASLKKYFLITFFLFSFAIGFYLLLKGLGVDLLWTLEKAQRWCEQPEWVHIDTTPFASLLKNLGTLFGLGLALNSSMYRESCKGKLSKWLPFRLSSIV.... Result: 1 (interaction). (3) The miRNA is mmu-miR-466f with sequence ACGUGUGUGUGCAUGUGCAUGU. The protein sequence of the target gene is MLMLLVFGVLLHEVPLSGQDKAHSEADDAPGKALYDYSSLRLPAEHIPFFLHNNRHVASVCREDSHCPYKKHLENLNYCWGYEKSCAPEFRFGSPVCSYVDLGWTDTLESAQDMFWRQADFGYARERLGEIRTICQPERASDSSLVCSRYLQYCRATGLYLDLRNIKRNHDRFKEDFLQGGEIGGYCKLDSHALVSEGQRKSPLQSWFAELQGYTQLNFRPIEDAKCDIVVEKPTYFMKLDAGINMYHHFCDFLNLYLTQHVNNSFSTDVYIVMWDTSTYGYGDLFSDTWKAFTDYDVIH.... Result: 1 (interaction). (4) The miRNA is hsa-miR-548t-3p with sequence AAAAACCACAAUUACUUUUGCACCA. The protein sequence of the target gene is MIPKEQKGPVMAAMGDLTEPVPTLDLGKKLSVPQDLMMEELSLRNNRGSLLFQKRQRRVQKFTFELAASQRAMLAGSARRKVTGTAESGTVANANGPEGPNYRSELHIFPASPGASLGGPEGAHPAAAPAGCVPSPSALAPGYAEPLKGVPPEKFNHTAISKGYRCPWQEFVSYRDYQSDGRSHTPSPNDYRNFNKTPVPFGGPLVGGTFPRPGTPFIPEPLSGLELLRLRPSFNRVAQGWVRNLPESEEL. Result: 1 (interaction). (5) The miRNA is mmu-miR-743b-3p with sequence GAAAGACAUCAUGCUGAAUAGA. The protein sequence of the target gene is MAEAEAGGDEARCVRLSAERAKLLLAEVDTLLFDCDGVLWRGETAVPGAPETLRALRARGKRLGFITNNSSKTRTAYAEKLRRLGFGGPVGPEAGLEVFGTAYCSALYLRQRLAGVPDPKAYVLGSPALAAELEAVGVTSVGVGPDVLHGDGPSDWLAVPLEPDVRAVVVGFDPHFSYMKLTKAVRYLQQPDCLLVGTNMDNRLPLENGRFIAGTGCLVRAVEMAAQRQADIIGKPSRFIFDCVSQEYGINPERTVMVGDRLDTDILLGSTCSLKTILTLTGVSSLEDVKSNQESDCMFK.... Result: 1 (interaction). (6) The miRNA is hsa-miR-6888-3p with sequence AUCUGUCUCGAUUGUUUCCAG. The protein sequence of the target gene is MAVRELCFPRQRQVLFLFLFWGVSLAGSGFGRYSVTEETEKGSFVVNLAKDLGLAEGELAARGTRVVSDDNKQYLLLDSHTGNLLTNEKLDREKLCGPKEPCMLYFQILMDDPFQIYRAELRVRDINDHAPVFQDKETVLKISENTAEGTAFRLERAQDPDGGLNGIQNYTISPNSFFHINISGGDEGMIYPELVLDKALDREEQGELSLTLTALDGGSPSRSGTSTVRIVVLDVNDNAPQFAQALYETQAPENSPIGFLIVKVWAEDVDSGVNAEVSYSFFDASENIRTTFQINPFSGE.... Result: 0 (no interaction). (7) The miRNA is hsa-miR-6768-5p with sequence CACACAGGAAAAGCGGGGCCCUG. The protein sequence of the target gene is MKLLKPTWVNHNGKPIFSVDIHPDGTKFATGGQGQDSGKVVIWNMSPVLQEDDEKDENIPKMLCQMDNHLACVNCVRWSNSGMYLASGGDDKLIMVWKRATYIGPSTVFGSSGKLANVEQWRCVSILRSHSGDVMDVAWSPHDAWLASCSVDNTVVIWNAVKFPEILATLRGHSGLVKGLTWDPVGKYIASQADDRSLKVWRTLDWQLETSITKPFDECGGTTHVLRLSWSPDGHYLVSAHAMNNSGPTAQIIEREGWKTNMDFVGHRKAVTVVKFNPKIFKKKQKNGSSTKPSCPYCCC.... Result: 0 (no interaction). (8) The miRNA is hsa-miR-328-3p with sequence CUGGCCCUCUCUGCCCUUCCGU. The protein sequence of the target gene is MDPETRGQEIIKVTPLQQMLASCTGAILTSVIVTPLDVVKIRLQAQNNPLPKGKCFVYSNGLMDHLCVCEEGGNKLWYKKPGNFQGTLDAFFKIIRNEGIKSLWSGLPPTLVMAVPATVIYFTCYDQLSALLRSKLGENETCIPIVAGIVARFGAVTVISPLELIRTKMQSKKFSYVELHRFVSKKVSEDGWISLWRGWAPTVLRDVPFSAMYWYNYEILKKWLCEKSGLYEPTFMINFTSGALSGSFAAVATLPFDVVKTQKQTQLWTYESHKISMPLHMSTWIIMKNIVAKNGFSGLF.... Result: 1 (interaction). (9) The miRNA is hsa-miR-3134 with sequence UGAUGGAUAAAAGACUACAUAUU. The protein sequence of the target gene is MLPCFQLLRIGGGRGGDLYTFHPPAGAGCTYRLGHRADLCDVALRPQQEPGLISGIHAELHAEPRGDDWRVSLEDHSSQGTLVNNVRLPRGHRLELSDGDLLTFGPEGPPGTSPSEFYFMFQQVRVKPQDFAAITIPRSRGEARVGAGFRPMLPSQGAPQRPLSTFSPAPKATLILNSIGSLSKLRPQPLTFSPSWGGPKSLPVPAPPGEMGTTPSAPPQRNRRKSVHRVLAELDDESEPPENPPPVLMEPRKKLRVDKAPLTPTGNRRGRPRKYPVSAPMAPPAVGGGEPCAAPCCCLP.... Result: 0 (no interaction).